The task is: Predict the product of the given reaction.. This data is from Forward reaction prediction with 1.9M reactions from USPTO patents (1976-2016). (1) The product is: [CH3:17][N:2]([CH3:1])[C:3]1([C:11]2[CH:12]=[CH:13][CH:14]=[CH:15][CH:16]=2)[CH2:8][CH2:7][C:6]2([C:25]3[NH:26][C:21]4[C:22]([C:24]=3[CH2:27][CH2:28][O:9]2)=[CH:23][CH:18]=[CH:19][CH:20]=4)[CH:5]([CH3:10])[CH2:4]1. Given the reactants [CH3:1][N:2]([CH3:17])[C:3]1([C:11]2[CH:16]=[CH:15][CH:14]=[CH:13][CH:12]=2)[CH2:8][CH2:7][C:6](=[O:9])[CH:5]([CH3:10])[CH2:4]1.[CH:18]1[CH:19]=[CH:20][C:21]2[NH:26][CH:25]=[C:24]([CH2:27][CH2:28]O)[C:22]=2[CH:23]=1.FC(F)(F)S(O)(=O)=O.[OH-].[Na+], predict the reaction product. (2) Given the reactants Cl.O1CCOCC1.C(OC([NH:15][CH2:16][C:17]1[CH:22]=[CH:21][C:20]([C:23](=[O:29])[CH2:24][C:25]([CH3:28])([CH3:27])[CH3:26])=[CH:19][C:18]=1[F:30])=O)(C)(C)C.C([O-])(O)=O.[Na+], predict the reaction product. The product is: [CH3:26][C:25]([CH3:28])([CH3:27])[CH2:24][C:23]([C:20]1[CH:21]=[CH:22][C:17]([CH2:16][NH2:15])=[C:18]([F:30])[CH:19]=1)=[O:29].